This data is from Catalyst prediction with 721,799 reactions and 888 catalyst types from USPTO. The task is: Predict which catalyst facilitates the given reaction. (1) Reactant: [CH:1]1[CH:2]=[CH:3][C:4]2[O:10][C:8](=[O:9])[NH:7][C:5]=2[CH:6]=1.[Br:11]N1C(=O)CCC1=O.O. Product: [Br:11][C:2]1[CH:1]=[CH:6][C:5]2[NH:7][C:8](=[O:9])[O:10][C:4]=2[CH:3]=1. The catalyst class is: 15. (2) Reactant: [Cl:1][C:2]1[N:7]=[C:6]([C:8]2[S:12][C:11]([N:13]3[CH2:18][CH2:17][O:16][CH2:15][CH2:14]3)=[N:10][C:9]=2[C:19]2[C:20]([F:26])=[C:21]([CH:23]=[CH:24][CH:25]=2)[NH2:22])[CH:5]=[CH:4][N:3]=1.[CH:27]1([S:33](Cl)(=[O:35])=[O:34])[CH2:32][CH2:31][CH2:30][CH2:29][CH2:28]1. Product: [Cl:1][C:2]1[N:7]=[C:6]([C:8]2[S:12][C:11]([N:13]3[CH2:14][CH2:15][O:16][CH2:17][CH2:18]3)=[N:10][C:9]=2[C:19]2[C:20]([F:26])=[C:21]([NH:22][S:33]([CH:27]3[CH2:32][CH2:31][CH2:30][CH2:29][CH2:28]3)(=[O:35])=[O:34])[CH:23]=[CH:24][CH:25]=2)[CH:5]=[CH:4][N:3]=1. The catalyst class is: 17. (3) The catalyst class is: 508. Product: [O:34]=[C:29]1[N:28]([CH:25]2[CH2:26][CH2:27][N:22]([C:20]([C:3]3[N:4]=[C:5]4[C:10]([C:11]([F:14])([F:13])[F:12])=[CH:9][C:8]([C:15]5[CH:19]=[CH:18][O:17][CH:16]=5)=[CH:7][N:6]4[C:2]=3[C:36]#[N:37])=[O:21])[CH2:23][CH2:24]2)[C:32](=[O:33])[CH2:31][O:30]1. Reactant: Br[C:2]1[N:6]2[CH:7]=[C:8]([C:15]3[CH:19]=[CH:18][O:17][CH:16]=3)[CH:9]=[C:10]([C:11]([F:14])([F:13])[F:12])[C:5]2=[N:4][C:3]=1[C:20]([N:22]1[CH2:27][CH2:26][CH:25]([N:28]2[C:32](=[O:33])[CH2:31][O:30][C:29]2=[O:34])[CH2:24][CH2:23]1)=[O:21].[Cu][C:36]#[N:37].